Dataset: Forward reaction prediction with 1.9M reactions from USPTO patents (1976-2016). Task: Predict the product of the given reaction. (1) Given the reactants CS[C:3]1[S:4]/[C:5](=[CH:9]\[C:10]2[CH:11]=[C:12]3[C:17](=[CH:18][CH:19]=2)[N:16]=[CH:15][CH:14]=[CH:13]3)/[C:6](=[O:8])[N:7]=1.[CH3:20][O:21][C:22]1[CH:29]=[CH:28][CH:27]=[CH:26][C:23]=1[CH2:24][NH2:25].CCN(C(C)C)C(C)C, predict the reaction product. The product is: [CH3:20][O:21][C:22]1[CH:29]=[CH:28][CH:27]=[CH:26][C:23]=1[CH2:24][NH:25][C:3]1[S:4]/[C:5](=[CH:9]\[C:10]2[CH:11]=[C:12]3[C:17](=[CH:18][CH:19]=2)[N:16]=[CH:15][CH:14]=[CH:13]3)/[C:6](=[O:8])[N:7]=1. (2) Given the reactants CC(CC)C(=O)C(OCCC(C)CCC=C(C)C)=O.C([C:23]1[CH:28]=[CH:27][C:26]([C:29](=[O:43])[C:30]([O:32][CH2:33][CH2:34][CH:35]([CH3:42])[CH2:36][CH2:37][CH:38]=[C:39]([CH3:41])[CH3:40])=[O:31])=[CH:25][CH:24]=1)(=O)C.CC(CCC=C(C)C)CCC(C)C(=O)C([O-])=O.CC(CCC=C(C)C)CCCC(=O)C([O-])=O.O=C(C1C=CC=CC=1)C(OCCC(C)CCC=C(C)C)=O, predict the reaction product. The product is: [CH:26]1([C:29](=[O:43])[C:30]([O:32][CH2:33]/[CH:34]=[C:35](\[CH3:42])/[CH2:36][CH2:37][CH:38]=[C:39]([CH3:40])[CH3:41])=[O:31])[CH2:27][CH2:28][CH2:23][CH2:24][CH2:25]1. (3) Given the reactants S(=O)(=O)(O)O.C[O:7][CH:8]=[CH:9][C:10]([CH3:15])([CH3:14])[CH2:11][CH:12]=[CH2:13].C(=O)(O)[O-].[Na+], predict the reaction product. The product is: [CH3:14][C:10]([CH3:15])([CH2:11][CH:12]=[CH2:13])[CH2:9][CH:8]=[O:7]. (4) The product is: [CH2:1]([O:3][C:4](=[O:18])[CH2:5][CH2:6][C:7]1[C:15]2[C:10](=[CH:11][CH:12]=[C:13]([O:16][CH3:17])[CH:14]=2)[N:9]([CH2:20][C:28]2[S:29][C:25]([Br:24])=[CH:26][CH:27]=2)[CH:8]=1)[CH3:2]. Given the reactants [CH2:1]([O:3][C:4](=[O:18])[CH2:5][CH2:6][C:7]1[C:15]2[C:10](=[CH:11][CH:12]=[C:13]([O:16][CH3:17])[CH:14]=2)[NH:9][CH:8]=1)[CH3:2].Cl[CH2:20]Cl.[OH-].[K+].[Br:24][C:25]1[S:29][C:28](S(Cl)(=O)=O)=[CH:27][CH:26]=1, predict the reaction product. (5) Given the reactants [N+:1]([C:4]1[CH:5]=[N:6][NH:7][CH:8]=1)([O-:3])=[O:2].[H-].[Na+].Br[CH2:12][CH:13]1[CH2:15][CH2:14]1, predict the reaction product. The product is: [CH:13]1([CH2:12][N:6]2[CH:5]=[C:4]([N+:1]([O-:3])=[O:2])[CH:8]=[N:7]2)[CH2:15][CH2:14]1. (6) Given the reactants [NH:1]1[CH:5]=[C:4]([C:6]2[CH:22]=[CH:21][C:9]3[C:10]4[N:11]=[C:12]([C:18]([OH:20])=O)[S:13][C:14]=4[CH2:15][CH2:16][O:17][C:8]=3[CH:7]=2)[CH:3]=[N:2]1.CN(C)C=O.C(NC(C)C)(C)C.[CH:35]([NH:38][CH2:39][CH2:40][OH:41])([CH3:37])[CH3:36], predict the reaction product. The product is: [OH:41][CH2:40][CH2:39][N:38]([CH:35]([CH3:37])[CH3:36])[C:18]([C:12]1[S:13][C:14]2[CH2:15][CH2:16][O:17][C:8]3[CH:7]=[C:6]([C:4]4[CH:3]=[N:2][NH:1][CH:5]=4)[CH:22]=[CH:21][C:9]=3[C:10]=2[N:11]=1)=[O:20].